From a dataset of Full USPTO retrosynthesis dataset with 1.9M reactions from patents (1976-2016). Predict the reactants needed to synthesize the given product. (1) Given the product [OH:1][CH:2]([C:19]1[CH:24]=[CH:23][CH:22]=[C:21]([O:25][CH3:26])[CH:20]=1)[CH2:3][O:4][C:5]1[CH:18]=[CH:17][C:8]([CH2:9][CH:10]2[S:14][C:13](=[O:15])[NH:12][C:11]2=[O:16])=[CH:7][CH:6]=1, predict the reactants needed to synthesize it. The reactants are: [OH:1][CH:2]([C:19]1[CH:24]=[CH:23][CH:22]=[C:21]([O:25][CH3:26])[CH:20]=1)[CH2:3][O:4][C:5]1[CH:18]=[CH:17][C:8]([CH:9]=[C:10]2[S:14][C:13](=[O:15])[NH:12][C:11]2=[O:16])=[CH:7][CH:6]=1.O.N1C=CC=CC=1C1C=CC=CN=1.[BH4-].[Na+]. (2) Given the product [Br:19][CH2:3][C:4]1[C:9]([CH2:10][CH3:11])=[CH:8][CH:7]=[CH:6][C:5]=1[N:12]1[C:16](=[O:17])[N:15]([CH3:18])[N:14]=[N:13]1, predict the reactants needed to synthesize it. The reactants are: CO[CH2:3][C:4]1[C:9]([CH2:10][CH3:11])=[CH:8][CH:7]=[CH:6][C:5]=1[N:12]1[C:16](=[O:17])[N:15]([CH3:18])[N:14]=[N:13]1.[BrH:19].C(O)(=O)C.[Cl-].[Na+]. (3) Given the product [CH3:1][N:2]([CH3:16])[C:3]1([C:10]2[CH:15]=[CH:14][CH:13]=[CH:12][CH:11]=2)[CH2:8][CH2:7][CH:6]([NH:20][CH2:17][CH2:18][CH3:19])[CH2:5][CH2:4]1, predict the reactants needed to synthesize it. The reactants are: [CH3:1][N:2]([CH3:16])[C:3]1([C:10]2[CH:15]=[CH:14][CH:13]=[CH:12][CH:11]=2)[CH2:8][CH2:7][C:6](=O)[CH2:5][CH2:4]1.[CH2:17]([NH2:20])[CH2:18][CH3:19].C(O[BH-](OC(=O)C)OC(=O)C)(=O)C.[Na+].[OH-].[Na+].